Dataset: Full USPTO retrosynthesis dataset with 1.9M reactions from patents (1976-2016). Task: Predict the reactants needed to synthesize the given product. (1) Given the product [CH3:3][O:4][C:5]1[CH:6]=[C:7]([CH2:8][CH2:9][NH:2][CH3:1])[CH:11]=[CH:12][CH:13]=1, predict the reactants needed to synthesize it. The reactants are: [CH3:1][NH2:2].[CH3:3][O:4][C:5]1[CH:6]=[C:7]([CH:11]=[CH:12][CH:13]=1)[CH2:8][CH2:9]Br. (2) Given the product [C:1]([O:5][C@@H:6]([C:12]1[C:39]([CH3:40])=[N:38][C:37]2=[CH:41][C:34]3=[N:35][N:36]2[C:13]=1[N:14]1[CH2:15][CH2:16][C:17]([CH3:46])([O:18][CH2:19][CH2:20][CH2:21][CH2:22][C@H:23]([CH3:43])[O:24][C:25]2[C:30]([CH2:31][O:32][CH2:33]3)=[CH:29][C:28]([F:42])=[CH:27][CH:26]=2)[CH2:44][CH2:45]1)[C:7]([O:9][CH2:10][CH3:11])=[O:8])([CH3:2])([CH3:3])[CH3:4], predict the reactants needed to synthesize it. The reactants are: [C:1]([O:5][C@@H:6]([C:12]1[C:39]([CH3:40])=[N:38][C:37]2=[CH:41][C:34]3=[N:35][N:36]2[C:13]=1[N:14]1[CH2:45][CH2:44][C:17]([CH3:46])([O:18][CH2:19][CH:20]=[CH:21][CH2:22][C@H:23]([CH3:43])[O:24][C:25]2[CH:26]=[CH:27][C:28]([F:42])=[CH:29][C:30]=2[CH2:31][O:32][CH2:33]3)[CH2:16][CH2:15]1)[C:7]([O:9][CH2:10][CH3:11])=[O:8])([CH3:4])([CH3:3])[CH3:2].[BH4-].[Na+]. (3) Given the product [F:1][C:2]1[CH:3]=[C:4]2[C:9](=[CH:10][CH:11]=1)[CH2:8][NH:7][CH2:6][CH2:5]2, predict the reactants needed to synthesize it. The reactants are: [F:1][C:2]1[CH:3]=[C:4]2[C:9](=[CH:10][CH:11]=1)[C:8](=O)[NH:7][CH2:6][CH2:5]2.B.C1COCC1. (4) Given the product [F:35][C:16]([F:15])([F:34])[C:17]1[CH:18]=[C:19]([C:27]2[O:31][N:30]=[C:29]([CH2:32][N:7]3[C:6]4[CH:5]=[CH:4][C:3]([C:13]#[N:14])=[C:2]([Cl:1])[C:10]=4[N:9]=[C:8]3[CH2:11][CH3:12])[N:28]=2)[CH:20]=[C:21]([C:23]([F:25])([F:24])[F:26])[CH:22]=1, predict the reactants needed to synthesize it. The reactants are: [Cl:1][C:2]1[C:10]2[N:9]=[C:8]([CH2:11][CH3:12])[NH:7][C:6]=2[CH:5]=[CH:4][C:3]=1[C:13]#[N:14].[F:15][C:16]([F:35])([F:34])[C:17]1[CH:18]=[C:19]([C:27]2[O:31][N:30]=[C:29]([CH2:32]Cl)[N:28]=2)[CH:20]=[C:21]([C:23]([F:26])([F:25])[F:24])[CH:22]=1. (5) Given the product [Li+:24].[C:18]([C:15]1[CH:14]=[CH:13][C:12]([N:9]2[CH2:10][CH2:11][CH:6]([CH2:5][CH2:4][C:3]([O-:22])=[O:2])[CH2:7][CH2:8]2)=[CH:17][CH:16]=1)([CH3:21])([CH3:19])[CH3:20], predict the reactants needed to synthesize it. The reactants are: C[O:2][C:3](=[O:22])[CH2:4][CH2:5][CH:6]1[CH2:11][CH2:10][N:9]([C:12]2[CH:17]=[CH:16][C:15]([C:18]([CH3:21])([CH3:20])[CH3:19])=[CH:14][CH:13]=2)[CH2:8][CH2:7]1.[OH-].[Li+:24].O1CCCC1. (6) Given the product [NH2:5][CH2:6][CH2:7][CH2:8][O:9][C:10]1[CH:11]=[CH:12][C:13]2[CH2:14][C@H:15]3[N:27]([CH3:28])[CH2:26][CH2:25][C@:21]45[C:22]=2[C:23]=1[O:24][C@H:20]4[C@@H:19]([OH:29])[CH:18]=[CH:17][C@@H:16]35, predict the reactants needed to synthesize it. The reactants are: C1(=O)[N:5]([CH2:6][CH2:7][CH2:8][O:9][C:10]2[CH:11]=[CH:12][C:13]3[CH2:14][C@H:15]4[N:27]([CH3:28])[CH2:26][CH2:25][C@:21]56[C:22]=3[C:23]=2[O:24][C@H:20]5[C@@H:19]([OH:29])[CH:18]=[CH:17][C@@H:16]46)C(=O)C2=CC=CC=C12.CN.C(Cl)(Cl)Cl. (7) Given the product [Cl:8][C:6]1[CH:5]=[N:4][C:3]2[C:9](=[O:10])[N:11]=[CH:12][NH:1][C:2]=2[CH:7]=1, predict the reactants needed to synthesize it. The reactants are: [NH2:1][C:2]1[C:3]([C:9]([NH2:11])=[O:10])=[N:4][CH:5]=[C:6]([Cl:8])[CH:7]=1.[CH:12](OCC)(OCC)OCC.